From a dataset of Full USPTO retrosynthesis dataset with 1.9M reactions from patents (1976-2016). Predict the reactants needed to synthesize the given product. (1) Given the product [Br:1][C:2]1[CH:3]=[C:4]([C@@H:8]2[C@@:12]([C:13]3[CH:18]=[C:17]([F:19])[CH:16]=[CH:15][C:14]=3[F:20])([CH3:23])[O:11][C:10](=[O:21])[NH:9]2)[CH:5]=[N:6][CH:7]=1, predict the reactants needed to synthesize it. The reactants are: [Br:1][C:2]1[CH:3]=[C:4]([C@@H:8]2[C@@H:12]([C:13]3[CH:18]=[C:17]([F:19])[CH:16]=[CH:15][C:14]=3[F:20])[O:11][C:10](=[O:21])[NH:9]2)[CH:5]=[N:6][CH:7]=1.N[C@H:23](C1C=NC=C(Br)C=1)[C@](C1C=C(F)C=CC=1F)(O)C. (2) Given the product [Si:42]([O:41][C@H:39]([CH3:40])[C@@H:38]([NH:49][C:50]1[CH:51]=[CH:52][C:53]([C:56]#[N:57])=[C:65]([Cl:67])[C:55]=1[CH3:54])[C:37]1[O:60][C:33]([C:32]2[CH:61]=[CH:62][C:63]([F:64])=[C:30]([O:29][Si:22]([C:25]([CH3:26])([CH3:27])[CH3:28])([CH3:23])[CH3:24])[CH:31]=2)=[N:35][N:36]=1)([C:45]([CH3:48])([CH3:46])[CH3:47])([CH3:44])[CH3:43], predict the reactants needed to synthesize it. The reactants are: C1(P(C2C=CC=CC=2)C2C=CC=CC=2)C=CC=CC=1.II.[Si:22]([O:29][C:30]1[CH:31]=[C:32]([CH:61]=[CH:62][C:63]=1[F:64])[C:33]([NH:35][NH:36][C:37](=[O:60])[C@H:38]([NH:49][C:50]1[CH:55]=[CH:54][C:53]([C:56]#[N:57])=[C:52](Cl)[C:51]=1C)[C@@H:39]([O:41][Si:42]([C:45]([CH3:48])([CH3:47])[CH3:46])([CH3:44])[CH3:43])[CH3:40])=O)([C:25]([CH3:28])([CH3:27])[CH3:26])([CH3:24])[CH3:23].[CH2:65]([Cl:67])Cl. (3) Given the product [NH2:1][C:2]1[CH:7]=[CH:6][C:5]([Br:8])=[CH:4][C:3]=1[C:9]1[NH:10][C:16](=[O:18])[O:12][N:11]=1, predict the reactants needed to synthesize it. The reactants are: [NH2:1][C:2]1[CH:7]=[CH:6][C:5]([Br:8])=[CH:4][C:3]=1[C:9](=[N:11][OH:12])[NH2:10].C[O-].[Na+].[CH2:16]([O:18]C(=O)OCC)C.